This data is from Reaction yield outcomes from USPTO patents with 853,638 reactions. The task is: Predict the reaction yield, written as a fraction of the theoretical maximum amount of product (1.0 means a 100% yield; for example, 0.34 means a 34% yield). The reactants are [C:1]([O:5][C:6]([N:8]1[CH2:12][CH2:11][C@@H:10]([N:13]2[CH2:19][C:18]3[CH:20]=[CH:21][C:22]([Cl:24])=[CH:23][C:17]=3[NH:16][C:15](=[O:25])[CH2:14]2)[CH2:9]1)=[O:7])([CH3:4])([CH3:3])[CH3:2].[H-].[Na+].[CH2:28](I)[CH3:29]. The catalyst is C1COCC1. The product is [C:1]([O:5][C:6]([N:8]1[CH2:12][CH2:11][C@@H:10]([N:13]2[CH2:19][C:18]3[CH:20]=[CH:21][C:22]([Cl:24])=[CH:23][C:17]=3[N:16]([CH2:28][CH3:29])[C:15](=[O:25])[CH2:14]2)[CH2:9]1)=[O:7])([CH3:4])([CH3:2])[CH3:3]. The yield is 0.470.